Task: Predict the reactants needed to synthesize the given product.. Dataset: Full USPTO retrosynthesis dataset with 1.9M reactions from patents (1976-2016) (1) Given the product [F:28][C:29]1[CH:36]=[CH:35][C:32]([C:33]2[N:4]3[C:5]4[C:10]([CH:11]=[CH:12][C:3]3=[N:1][N:2]=2)=[CH:9][C:8]([S:13][C:14]2[CH:15]=[C:16]([C:20]3([C:26]#[N:27])[CH2:21][CH2:22][O:23][CH2:24][CH2:25]3)[CH:17]=[CH:18][CH:19]=2)=[CH:7][CH:6]=4)=[CH:31][CH:30]=1, predict the reactants needed to synthesize it. The reactants are: [NH:1]([C:3]1[CH:12]=[CH:11][C:10]2[C:5](=[CH:6][CH:7]=[C:8]([S:13][C:14]3[CH:15]=[C:16]([C:20]4([C:26]#[N:27])[CH2:25][CH2:24][O:23][CH2:22][CH2:21]4)[CH:17]=[CH:18][CH:19]=3)[CH:9]=2)[N:4]=1)[NH2:2].[F:28][C:29]1[CH:36]=[CH:35][C:32]([CH:33]=O)=[CH:31][CH:30]=1.C(O)(=O)C.C(O)(=O)C.IC1C=CC=CC=1. (2) Given the product [CH2:28]([C:27]1([C:32]2[CH:37]=[CH:36][CH:35]=[CH:34][CH:33]=2)[O:31][C:2](=[O:3])[N:1]([CH:4]2[CH2:6][CH:5]2[C:7]2[CH:12]=[CH:11][CH:10]=[CH:9][CH:8]=2)[CH2:25][CH2:26]1)[CH:29]=[CH2:30], predict the reactants needed to synthesize it. The reactants are: [N:1]([CH:4]1[CH2:6][CH:5]1[C:7]1[CH:12]=[CH:11][CH:10]=[CH:9][CH:8]=1)=[C:2]=[O:3].C1CCN2C(=NCCC2)CC1.Cl[CH2:25][CH2:26][C:27]([C:32]1[CH:37]=[CH:36][CH:35]=[CH:34][CH:33]=1)([OH:31])[CH2:28][CH:29]=[CH2:30]. (3) Given the product [C:16]1([C:14]2[CH2:2][C:1](=[O:3])[C:4]3[C:5](=[CH:6][C:7]4[O:11][CH2:10][O:9][C:8]=4[CH:12]=3)[N:13]=2)[C:25]2[C:20](=[CH:21][CH:22]=[CH:23][CH:24]=2)[CH:19]=[CH:18][CH:17]=1, predict the reactants needed to synthesize it. The reactants are: [C:1]([C:4]1[C:5]([NH:13][C:14]([C:16]2[C:25]3[C:20](=[CH:21][CH:22]=[CH:23][CH:24]=3)[CH:19]=[CH:18][CH:17]=2)=O)=[CH:6][C:7]2[O:11][CH2:10][O:9][C:8]=2[CH:12]=1)(=[O:3])[CH3:2].CC(C)([O-])C.[K+].[Cl-].[NH4+]. (4) The reactants are: [NH2:1][C:2]1[CH:10]=[CH:9][CH:8]=[C:7]2[C:3]=1[CH2:4][CH2:5][CH:6]2[OH:11].Cl[C:13]1[N:18]=[CH:17][N:16]=[C:15]([C:19]2[CH:24]=[CH:23][C:22]([C:25]([F:28])([F:27])[F:26])=[CH:21][C:20]=2[NH:29][CH2:30][CH:31]2[CH2:36][CH2:35][CH2:34][CH2:33][CH2:32]2)[CH:14]=1. Given the product [CH:31]1([CH2:30][NH:29][C:20]2[CH:21]=[C:22]([C:25]([F:28])([F:27])[F:26])[CH:23]=[CH:24][C:19]=2[C:15]2[N:16]=[CH:17][N:18]=[C:13]([NH:1][C:2]3[CH:10]=[CH:9][CH:8]=[C:7]4[C:3]=3[CH2:4][CH2:5][CH:6]4[OH:11])[CH:14]=2)[CH2:36][CH2:35][CH2:34][CH2:33][CH2:32]1, predict the reactants needed to synthesize it. (5) Given the product [Cl:1][C:2]1[CH:10]=[C:9]([N+:11]([O-:13])=[O:12])[C:8]([O:14][CH3:15])=[CH:7][C:3]=1[C:4]([O:6][CH3:21])=[O:5], predict the reactants needed to synthesize it. The reactants are: [Cl:1][C:2]1[CH:10]=[C:9]([N+:11]([O-:13])=[O:12])[C:8]([O:14][CH3:15])=[CH:7][C:3]=1[C:4]([OH:6])=[O:5].S(=O)(=O)(O)O.[CH3:21]O. (6) Given the product [CH3:29][O:28][N:27]=[C:14]([C:3]1[C:2]([Cl:1])=[CH:7][C:6]([O:8][CH2:9][C:10]([F:13])([F:11])[F:12])=[CH:5][N:4]=1)[CH2:15][NH2:16], predict the reactants needed to synthesize it. The reactants are: [Cl:1][C:2]1[C:3]([C:14](=[N:27][O:28][CH3:29])[CH2:15][N:16]2C(=O)C3=CC=CC=C3C2=O)=[N:4][CH:5]=[C:6]([O:8][CH2:9][C:10]([F:13])([F:12])[F:11])[CH:7]=1.O.NN.O. (7) Given the product [Br:17][C:18]1[CH:26]=[CH:25][C:21]([C:22]([NH:16][C:9]2[CH:8]=[C:7]([N:4]3[CH2:5][CH2:6][O:1][CH2:2][CH2:3]3)[N:12]3[N:13]=[CH:14][CH:15]=[C:11]3[N:10]=2)=[O:23])=[CH:20][CH:19]=1, predict the reactants needed to synthesize it. The reactants are: [O:1]1[CH2:6][CH2:5][N:4]([C:7]2[N:12]3[N:13]=[CH:14][CH:15]=[C:11]3[N:10]=[C:9]([NH2:16])[CH:8]=2)[CH2:3][CH2:2]1.[Br:17][C:18]1[CH:26]=[CH:25][C:21]([C:22](Cl)=[O:23])=[CH:20][CH:19]=1.O. (8) Given the product [Cl:1][C:2]1[CH:7]=[CH:6][C:5]([NH2:8])=[CH:4][C:3]=1[C:11]1[CH:20]=[CH:19][C:18]2[C:13](=[CH:14][CH:15]=[CH:16][N:17]=2)[N:12]=1, predict the reactants needed to synthesize it. The reactants are: [Cl:1][C:2]1[CH:7]=[CH:6][C:5]([N+:8]([O-])=O)=[CH:4][C:3]=1[C:11]1[CH:20]=[CH:19][C:18]2[C:13](=[CH:14][CH:15]=[CH:16][N:17]=2)[N:12]=1.[Sn](Cl)Cl.C([O-])(O)=O.[Na+].[OH-].[Na+]. (9) Given the product [Br:7][CH2:8][CH2:9][O:21][C:20]1[C:19]([N+:22]([O-:24])=[O:23])=[CH:18][C:17]([C:25](=[O:27])[CH3:26])=[CH:16][C:15]=1[C:11]([CH3:14])([CH3:13])[CH3:12], predict the reactants needed to synthesize it. The reactants are: C(=O)([O-])[O-].[K+].[K+].[Br:7][CH2:8][CH2:9]Br.[C:11]([C:15]1[CH:16]=[C:17]([C:25](=[O:27])[CH3:26])[CH:18]=[C:19]([N+:22]([O-:24])=[O:23])[C:20]=1[OH:21])([CH3:14])([CH3:13])[CH3:12].C(OCC)(=O)C. (10) Given the product [NH2:9][C:8]1[N:17]([C:14]2[CH:13]=[N:12][C:11]([Br:10])=[CH:16][CH:15]=2)[N:18]=[CH:4][C:5]=1[C:6]#[N:7], predict the reactants needed to synthesize it. The reactants are: C(O[CH:4]=[C:5]([C:8]#[N:9])[C:6]#[N:7])C.[Br:10][C:11]1[CH:16]=[CH:15][C:14]([NH:17][NH2:18])=[CH:13][N:12]=1.